Dataset: Full USPTO retrosynthesis dataset with 1.9M reactions from patents (1976-2016). Task: Predict the reactants needed to synthesize the given product. (1) Given the product [CH2:46]([O:45][C:41]1[N:42]=[CH:43][CH:44]=[C:39]2[C:40]=1[C:50]1[CH:51]=[N:52][CH:53]=[CH:54][C:55]=1[C:56](=[O:57])[NH:58]2)[CH2:47][CH2:48][CH3:49], predict the reactants needed to synthesize it. The reactants are: C(N(C(C)C)C(C1C=CN=CC=1B(O)O)=O)(C)C.C(OC1C(I)=C(N)C=CN=1)CCC.C(=O)([O-])[O-].[K+].[K+].N[C:39]1[CH:44]=[CH:43][N:42]=[C:41]([O:45][CH2:46][CH2:47][CH2:48][CH3:49])[C:40]=1[C:50]1[CH:51]=[N:52][CH:53]=[CH:54][C:55]=1[C:56]([N:58](C(C)C)C(C)C)=[O:57].C[Si](C)(C)N[Si](C)(C)C.[Na]. (2) Given the product [CH:14]1[C:13]2[CH2:12][CH2:11][CH2:10][CH2:9][C:8]=2[CH:7]=[CH:16][C:15]=1[C:38]([OH:40])=[O:39], predict the reactants needed to synthesize it. The reactants are: C([Li])CCC.Br[C:7]1[CH:16]=[CH:15][CH:14]=[C:13]2[C:8]=1[CH2:9][CH2:10][CH2:11][CH2:12]2.BrC1C=C2C(=CC=1)CCCC2.C1([C:38]([OH:40])=[O:39])C2CCCCC=2C=CC=1. (3) The reactants are: [CH3:1][N:2]1[C:7](=[O:8])[CH:6]=[C:5]([C:9]2[CH:16]=[CH:15][C:12]([CH:13]=[O:14])=[CH:11][CH:10]=2)[C:4]([C:17]2[CH:22]=[CH:21][CH:20]=[CH:19][C:18]=2[O:23][C:24]2[CH:29]=[CH:28][CH:27]=[CH:26][CH:25]=2)=[N:3]1.[CH3:30][Mg]Br. Given the product [OH:14][CH:13]([C:12]1[CH:11]=[CH:10][C:9]([C:5]2[C:4]([C:17]3[CH:22]=[CH:21][CH:20]=[CH:19][C:18]=3[O:23][C:24]3[CH:29]=[CH:28][CH:27]=[CH:26][CH:25]=3)=[N:3][N:2]([CH3:1])[C:7](=[O:8])[CH:6]=2)=[CH:16][CH:15]=1)[CH3:30], predict the reactants needed to synthesize it.